Task: Predict the reactants needed to synthesize the given product.. Dataset: Full USPTO retrosynthesis dataset with 1.9M reactions from patents (1976-2016) (1) Given the product [O:20]=[C:17]1[C:8]2[CH:9]=[CH:10][CH:11]=[C:12]3[O:13][C:14]4[CH:15]=[CH:16][C:3]([CH2:2][NH:1][C:36]([NH2:38])=[NH:37])=[CH:4][C:5]=4[C:6]([C:7]=23)=[N:19][NH:18]1, predict the reactants needed to synthesize it. The reactants are: [NH2:1][CH2:2][C:3]1[CH:16]=[CH:15][C:14]2[O:13][C:12]3[C:7]4=[C:8]([C:17](=[O:20])[NH:18][N:19]=[C:6]4[C:5]=2[CH:4]=1)[CH:9]=[CH:10][CH:11]=3.C(N(C(C)C)CC)(C)C.Cl.N1C=CC([C:36]([NH2:38])=[NH:37])=N1.C(OCC)C. (2) The reactants are: [CH:1]12[C:10](=[O:11])[NH:9][CH:8]1[CH2:7][CH2:6][CH:5]=[CH:4][CH2:3][CH2:2]2.C(OC)(=O)C1C=CC=CC=1. Given the product [CH:1]12[C:10](=[O:11])[NH:9][CH:8]1[CH2:7][CH2:6][CH:5]=[CH:4][CH2:3][CH2:2]2, predict the reactants needed to synthesize it.